Dataset: Full USPTO retrosynthesis dataset with 1.9M reactions from patents (1976-2016). Task: Predict the reactants needed to synthesize the given product. Given the product [CH3:1][C:2]1[O:6][N:5]=[C:4]([C:7]2[S:11][C:10]([NH:12][C:24]([C:21]3[CH:22]=[CH:23][S:19][CH:20]=3)=[O:25])=[N:9][C:8]=2[C:13]2[CH:14]=[CH:15][CH:16]=[CH:17][CH:18]=2)[N:3]=1, predict the reactants needed to synthesize it. The reactants are: [CH3:1][C:2]1[O:6][N:5]=[C:4]([C:7]2[S:11][C:10]([NH2:12])=[N:9][C:8]=2[C:13]2[CH:18]=[CH:17][CH:16]=[CH:15][CH:14]=2)[N:3]=1.[S:19]1[CH:23]=[CH:22][C:21]([C:24](Cl)=[O:25])=[CH:20]1.